Dataset: Catalyst prediction with 721,799 reactions and 888 catalyst types from USPTO. Task: Predict which catalyst facilitates the given reaction. Product: [CH2:2]([O:4][C:5](=[O:9])[CH2:6][N:7]([C:24](=[O:25])/[CH:23]=[C:21]1\[O:22][C:18]([CH3:17])([CH3:28])[O:19][C:20]\1=[O:27])[CH3:8])[CH3:3]. The catalyst class is: 4. Reactant: Cl.[CH2:2]([O:4][C:5](=[O:9])[CH2:6][NH:7][CH3:8])[CH3:3].C(N(CC)CC)C.[CH3:17][C:18]1([CH3:28])[O:22]/[C:21](=[CH:23]\[C:24](Cl)=[O:25])/[C:20](=[O:27])[O:19]1.